This data is from Catalyst prediction with 721,799 reactions and 888 catalyst types from USPTO. The task is: Predict which catalyst facilitates the given reaction. (1) Reactant: [NH:1]1[C:9]2[C:4](=[CH:5][C:6]([C:10]3[C:14]4[C:15]([NH2:19])=[N:16][CH:17]=[CH:18][C:13]=4[S:12][CH:11]=3)=[CH:7][CH:8]=2)[CH2:3][CH2:2]1.CN(C(ON1N=NC2C=CC=NC1=2)=[N+](C)C)C.F[P-](F)(F)(F)(F)F.[F:44][C:45]([F:57])([F:56])[C:46]1[CH:47]=[C:48]([CH2:52][C:53](O)=[O:54])[CH:49]=[CH:50][CH:51]=1.CCN(C(C)C)C(C)C. Product: [F:44][C:45]([F:56])([F:57])[C:46]1[CH:47]=[C:48]([CH2:52][C:53]([N:1]2[C:9]3[C:4](=[CH:5][C:6]([C:10]4[C:14]5[C:15]([NH2:19])=[N:16][CH:17]=[CH:18][C:13]=5[S:12][CH:11]=4)=[CH:7][CH:8]=3)[CH2:3][CH2:2]2)=[O:54])[CH:49]=[CH:50][CH:51]=1. The catalyst class is: 145. (2) Reactant: [Br:1][C:2]1[CH:9]=[CH:8][C:5]([CH2:6][NH2:7])=[C:4]([CH2:10][CH3:11])[CH:3]=1.C(N(CC)CC)C.[C:19](Cl)(=[O:21])[CH3:20]. Product: [Br:1][C:2]1[CH:9]=[CH:8][C:5]([CH2:6][NH:7][C:19](=[O:21])[CH3:20])=[C:4]([CH2:10][CH3:11])[CH:3]=1. The catalyst class is: 46.